This data is from Reaction yield outcomes from USPTO patents with 853,638 reactions. The task is: Predict the reaction yield, written as a fraction of the theoretical maximum amount of product (1.0 means a 100% yield; for example, 0.34 means a 34% yield). (1) The reactants are Cl[C:2]1[C:7]([C:8]#[N:9])=[C:6]([OH:10])[N:5]=[C:4]([CH3:11])[CH:3]=1.[CH3:12][O-:13].[Na+]. The catalyst is CO. The product is [OH:10][C:6]1[N:5]=[C:4]([CH3:11])[CH:3]=[C:2]([O:13][CH3:12])[C:7]=1[C:8]#[N:9]. The yield is 0.210. (2) The reactants are [H-].[H-].[H-].[H-].[Li+].[Al+3].II.N#N.[Cl:11][C:12]1[CH:13]=[C:14]([NH:20][S:21]([CH3:24])(=[O:23])=[O:22])[CH:15]=[CH:16][C:17]=1[C:18]#[N:19]. The catalyst is C1COCC1. The product is [NH2:19][CH2:18][C:17]1[CH:16]=[CH:15][C:14]([NH:20][S:21]([CH3:24])(=[O:23])=[O:22])=[CH:13][C:12]=1[Cl:11]. The yield is 0.890. (3) The reactants are [CH3:1][C:2]1[O:6][N:5]=[C:4]([C:7]2[CH:12]=[CH:11][CH:10]=[CH:9][CH:8]=2)[C:3]=1[C:13]([NH:15][NH2:16])=[O:14].[CH3:17][O:18][C:19]1[CH:20]=[C:21]([CH:25]=[CH:26][CH:27]=1)[C:22](O)=O. No catalyst specified. The product is [CH3:17][O:18][C:19]1[CH:20]=[C:21]([C:22]2[O:14][C:13]([C:3]3[C:4]([C:7]4[CH:12]=[CH:11][CH:10]=[CH:9][CH:8]=4)=[N:5][O:6][C:2]=3[CH3:1])=[N:15][N:16]=2)[CH:25]=[CH:26][CH:27]=1. The yield is 0.670. (4) The reactants are [NH2:1][C:2]1[S:3][C:4]2[CH:10]=[C:9]([N+:11]([O-])=O)[CH:8]=[CH:7][C:5]=2[N:6]=1.[H][H]. The catalyst is CO.[Pd]. The product is [NH2:1][C:2]1[S:3][C:4]2[CH:10]=[C:9]([NH2:11])[CH:8]=[CH:7][C:5]=2[N:6]=1. The yield is 0.990. (5) The reactants are C(S[C:5]1[C:10]([F:11])=[CH:9][N:8]([C:12]2[CH:16]=[CH:15][S:14][CH:13]=2)[C:7](=[O:17])[N:6]=1)C=C.[NH3:18]. The catalyst is CO. The product is [NH2:18][C:5]1[C:10]([F:11])=[CH:9][N:8]([C:12]2[CH:16]=[CH:15][S:14][CH:13]=2)[C:7](=[O:17])[N:6]=1. The yield is 0.680. (6) The reactants are [NH2:1][C:2]1[C:10]([F:11])=[C:9]([F:12])[C:5]([C:6]([OH:8])=O)=[C:4]([F:13])[C:3]=1[F:14].[O:15]=[C:16]1[O:20][CH:19]([O:21][CH2:22][CH2:23][C:24]2C=[CH:28][CH:27]=[CH:26][CH:25]=2)[CH:18]([NH:30][C:31]([CH:33]2[CH2:37][CH2:36][CH2:35][N:34]2[C:38](=[O:52])[CH:39]([NH:41]C(=O)C2C=CC(N)=C(Cl)C=2)[CH3:40])=[O:32])[CH2:17]1. No catalyst specified. The product is [CH2:22]([O:21][CH:19]1[CH:18]([NH:30][C:31]([CH:33]2[CH2:37][CH2:36][CH2:35][N:34]2[C:38](=[O:52])[CH:39]([NH:41][C:6](=[O:8])[C:5]2[C:4]([F:13])=[C:3]([F:14])[C:2]([NH2:1])=[C:10]([F:11])[C:9]=2[F:12])[CH3:40])=[O:32])[CH2:17][C:16](=[O:15])[O:20]1)[C:23]1[CH:24]=[CH:25][CH:26]=[CH:27][CH:28]=1. The yield is 0.730. (7) The reactants are [Br:1][C:2]1[C:10]2[NH:9][N:8]=[CH:7][C:6]=2[C:5]2[CH2:11][O:12][C:13](=[O:21])[C@H:14]([CH2:16][C:17]([O:19]C)=[O:18])[CH2:15][C:4]=2[CH:3]=1.[OH2:22].O.[OH-].[Li+]. The catalyst is O1CCCC1.CO. The product is [Br:1][C:2]1[CH:3]=[C:4]([CH2:15][C@@H:14]([CH2:16][C:17]([OH:19])=[O:18])[C:13]([OH:12])=[O:21])[C:5]([CH2:11][OH:22])=[C:6]2[C:10]=1[NH:9][N:8]=[CH:7]2. The yield is 0.730.